Dataset: NCI-60 drug combinations with 297,098 pairs across 59 cell lines. Task: Regression. Given two drug SMILES strings and cell line genomic features, predict the synergy score measuring deviation from expected non-interaction effect. (1) Drug 1: CN1C2=C(C=C(C=C2)N(CCCl)CCCl)N=C1CCCC(=O)O.Cl. Drug 2: B(C(CC(C)C)NC(=O)C(CC1=CC=CC=C1)NC(=O)C2=NC=CN=C2)(O)O. Cell line: DU-145. Synergy scores: CSS=47.4, Synergy_ZIP=7.03, Synergy_Bliss=7.42, Synergy_Loewe=-17.6, Synergy_HSA=5.99. (2) Drug 1: CC1=C(C=C(C=C1)NC(=O)C2=CC=C(C=C2)CN3CCN(CC3)C)NC4=NC=CC(=N4)C5=CN=CC=C5. Drug 2: N.N.Cl[Pt+2]Cl. Cell line: NCI-H460. Synergy scores: CSS=55.8, Synergy_ZIP=2.59, Synergy_Bliss=2.35, Synergy_Loewe=-15.2, Synergy_HSA=0.632. (3) Drug 1: CCCCCOC(=O)NC1=NC(=O)N(C=C1F)C2C(C(C(O2)C)O)O. Drug 2: CC(C)(C#N)C1=CC(=CC(=C1)CN2C=NC=N2)C(C)(C)C#N. Cell line: EKVX. Synergy scores: CSS=-4.63, Synergy_ZIP=0.452, Synergy_Bliss=-1.21, Synergy_Loewe=-3.65, Synergy_HSA=-3.14. (4) Drug 1: CC(C)NC(=O)C1=CC=C(C=C1)CNNC.Cl. Drug 2: COC1=C2C(=CC3=C1OC=C3)C=CC(=O)O2. Cell line: OVCAR-5. Synergy scores: CSS=-2.86, Synergy_ZIP=0.501, Synergy_Bliss=1.10, Synergy_Loewe=-4.95, Synergy_HSA=-4.34. (5) Drug 1: CCCCC(=O)OCC(=O)C1(CC(C2=C(C1)C(=C3C(=C2O)C(=O)C4=C(C3=O)C=CC=C4OC)O)OC5CC(C(C(O5)C)O)NC(=O)C(F)(F)F)O. Drug 2: CS(=O)(=O)OCCCCOS(=O)(=O)C. Cell line: SW-620. Synergy scores: CSS=65.5, Synergy_ZIP=-1.23, Synergy_Bliss=-0.540, Synergy_Loewe=-3.96, Synergy_HSA=0.204. (6) Drug 1: CC1=C2C(C(=O)C3(C(CC4C(C3C(C(C2(C)C)(CC1OC(=O)C(C(C5=CC=CC=C5)NC(=O)OC(C)(C)C)O)O)OC(=O)C6=CC=CC=C6)(CO4)OC(=O)C)OC)C)OC. Drug 2: C1CN(CCN1C(=O)CCBr)C(=O)CCBr. Cell line: HOP-92. Synergy scores: CSS=31.5, Synergy_ZIP=-6.02, Synergy_Bliss=-5.17, Synergy_Loewe=-10.9, Synergy_HSA=-0.793. (7) Drug 1: CCC(=C(C1=CC=CC=C1)C2=CC=C(C=C2)OCCN(C)C)C3=CC=CC=C3.C(C(=O)O)C(CC(=O)O)(C(=O)O)O. Drug 2: CC1CCC2CC(C(=CC=CC=CC(CC(C(=O)C(C(C(=CC(C(=O)CC(OC(=O)C3CCCCN3C(=O)C(=O)C1(O2)O)C(C)CC4CCC(C(C4)OC)OCCO)C)C)O)OC)C)C)C)OC. Cell line: COLO 205. Synergy scores: CSS=12.0, Synergy_ZIP=5.07, Synergy_Bliss=6.39, Synergy_Loewe=-2.16, Synergy_HSA=4.41. (8) Drug 1: CC1OCC2C(O1)C(C(C(O2)OC3C4COC(=O)C4C(C5=CC6=C(C=C35)OCO6)C7=CC(=C(C(=C7)OC)O)OC)O)O. Drug 2: CC1CCC2CC(C(=CC=CC=CC(CC(C(=O)C(C(C(=CC(C(=O)CC(OC(=O)C3CCCCN3C(=O)C(=O)C1(O2)O)C(C)CC4CCC(C(C4)OC)OCCO)C)C)O)OC)C)C)C)OC. Cell line: HOP-92. Synergy scores: CSS=35.4, Synergy_ZIP=-9.78, Synergy_Bliss=-0.884, Synergy_Loewe=1.70, Synergy_HSA=2.57. (9) Drug 1: CCC(=C(C1=CC=CC=C1)C2=CC=C(C=C2)OCCN(C)C)C3=CC=CC=C3.C(C(=O)O)C(CC(=O)O)(C(=O)O)O. Drug 2: B(C(CC(C)C)NC(=O)C(CC1=CC=CC=C1)NC(=O)C2=NC=CN=C2)(O)O. Cell line: SW-620. Synergy scores: CSS=65.5, Synergy_ZIP=9.05, Synergy_Bliss=6.94, Synergy_Loewe=-37.8, Synergy_HSA=6.89. (10) Drug 1: CC1=C2C(C(=O)C3(C(CC4C(C3C(C(C2(C)C)(CC1OC(=O)C(C(C5=CC=CC=C5)NC(=O)OC(C)(C)C)O)O)OC(=O)C6=CC=CC=C6)(CO4)OC(=O)C)OC)C)OC. Drug 2: CN1CCC(CC1)COC2=C(C=C3C(=C2)N=CN=C3NC4=C(C=C(C=C4)Br)F)OC. Cell line: CAKI-1. Synergy scores: CSS=58.2, Synergy_ZIP=1.07, Synergy_Bliss=0.270, Synergy_Loewe=4.51, Synergy_HSA=7.51.